From a dataset of Full USPTO retrosynthesis dataset with 1.9M reactions from patents (1976-2016). Predict the reactants needed to synthesize the given product. (1) Given the product [Cl:8][C:9]1[CH:10]=[CH:11][C:12]([NH:15][C:16]([CH:18]2[CH2:23][C:22](=[CH2:24])[CH2:21][N:20]([C:33](=[O:34])[C:32]3[CH:36]=[CH:37][CH:38]=[C:30]([C:26]4[O:25][CH:29]=[CH:28][CH:27]=4)[CH:31]=3)[CH2:19]2)=[O:17])=[CH:13][CH:14]=1, predict the reactants needed to synthesize it. The reactants are: FC(F)(F)C(O)=O.[Cl:8][C:9]1[CH:14]=[CH:13][C:12]([NH:15][C:16]([CH:18]2[CH2:23][C:22](=[CH2:24])[CH2:21][NH:20][CH2:19]2)=[O:17])=[CH:11][CH:10]=1.[O:25]1[CH:29]=[CH:28][CH:27]=[C:26]1[C:30]1[CH:31]=[C:32]([CH:36]=[CH:37][CH:38]=1)[C:33](O)=[O:34].C(N(CC)C(C)C)(C)C.Cl.C(N=C=NCCCN(C)C)C. (2) Given the product [N+:8]([C:5]1[CH:6]=[CH:7][C:2]([N:11]2[CH:15]=[CH:14][N:13]=[CH:12]2)=[CH:3][CH:4]=1)([O-:10])=[O:9], predict the reactants needed to synthesize it. The reactants are: F[C:2]1[CH:7]=[CH:6][C:5]([N+:8]([O-:10])=[O:9])=[CH:4][CH:3]=1.[NH:11]1[CH:15]=[CH:14][N:13]=[CH:12]1.C(=O)([O-])[O-].[Na+].[Na+].Cl. (3) Given the product [N:4]1[CH:3]=[C:2]([C:23]2[CH:22]=[C:21]([C:25]3[C:26]([C:31]#[N:32])=[CH:27][CH:28]=[CH:29][CH:30]=3)[CH:20]=[CH:19][CH:24]=2)[N:6]2[CH:7]=[CH:8][CH:9]=[N:10][C:5]=12, predict the reactants needed to synthesize it. The reactants are: Br[C:2]1[N:6]2[CH:7]=[CH:8][CH:9]=[N:10][C:5]2=[N:4][CH:3]=1.CC1(C)C(C)(C)OB([C:19]2[CH:20]=[C:21]([C:25]3[C:26]([C:31]#[N:32])=[CH:27][CH:28]=[CH:29][CH:30]=3)[CH:22]=[CH:23][CH:24]=2)O1. (4) Given the product [CH2:25]([N:10]1[C:11]2[C@:12]3([CH3:22])[C:19]([CH3:21])([CH3:20])[C@@H:15]([CH2:14][CH2:13]3)[C:16]=2[C:17](=[O:18])[N:9]1[C:3]1[CH:4]=[CH:5][C:6]([F:8])=[CH:7][C:2]=1[F:1])[CH:24]=[CH2:23], predict the reactants needed to synthesize it. The reactants are: [F:1][C:2]1[CH:7]=[C:6]([F:8])[CH:5]=[CH:4][C:3]=1[N:9]1[C:17](=[O:18])[C:16]2[C@H:15]3[C:19]([CH3:21])([CH3:20])[C@:12]([CH3:22])([CH2:13][CH2:14]3)[C:11]=2[NH:10]1.[CH2:23](I)[CH:24]=[CH2:25].